Regression. Given two drug SMILES strings and cell line genomic features, predict the synergy score measuring deviation from expected non-interaction effect. From a dataset of NCI-60 drug combinations with 297,098 pairs across 59 cell lines. (1) Drug 1: CC1C(C(=O)NC(C(=O)N2CCCC2C(=O)N(CC(=O)N(C(C(=O)O1)C(C)C)C)C)C(C)C)NC(=O)C3=C4C(=C(C=C3)C)OC5=C(C(=O)C(=C(C5=N4)C(=O)NC6C(OC(=O)C(N(C(=O)CN(C(=O)C7CCCN7C(=O)C(NC6=O)C(C)C)C)C)C(C)C)C)N)C. Drug 2: C1CN1C2=NC(=NC(=N2)N3CC3)N4CC4. Cell line: SK-OV-3. Synergy scores: CSS=15.8, Synergy_ZIP=-5.13, Synergy_Bliss=-2.34, Synergy_Loewe=-8.49, Synergy_HSA=-1.82. (2) Drug 1: CC(C1=C(C=CC(=C1Cl)F)Cl)OC2=C(N=CC(=C2)C3=CN(N=C3)C4CCNCC4)N. Drug 2: CC1CCC2CC(C(=CC=CC=CC(CC(C(=O)C(C(C(=CC(C(=O)CC(OC(=O)C3CCCCN3C(=O)C(=O)C1(O2)O)C(C)CC4CCC(C(C4)OC)O)C)C)O)OC)C)C)C)OC. Cell line: BT-549. Synergy scores: CSS=29.1, Synergy_ZIP=6.08, Synergy_Bliss=6.88, Synergy_Loewe=-8.12, Synergy_HSA=3.98. (3) Drug 1: C1CCC(CC1)NC(=O)N(CCCl)N=O. Drug 2: CC12CCC3C(C1CCC2O)C(CC4=C3C=CC(=C4)O)CCCCCCCCCS(=O)CCCC(C(F)(F)F)(F)F. Cell line: A549. Synergy scores: CSS=11.8, Synergy_ZIP=-7.33, Synergy_Bliss=0.141, Synergy_Loewe=-1.80, Synergy_HSA=-0.302. (4) Drug 1: C1CC(C1)(C(=O)O)C(=O)O.[NH2-].[NH2-].[Pt+2]. Drug 2: C1=NNC2=C1C(=O)NC=N2. Cell line: HT29. Synergy scores: CSS=-0.974, Synergy_ZIP=11.6, Synergy_Bliss=4.76, Synergy_Loewe=0.406, Synergy_HSA=-3.52.